This data is from Catalyst prediction with 721,799 reactions and 888 catalyst types from USPTO. The task is: Predict which catalyst facilitates the given reaction. (1) Reactant: [H-].[Na+].[CH2:3]([O:10][C:11]1[CH:16]=[CH:15][C:14]([N:17]2[C:21]3=[N:22][CH:23]=[C:24]([CH3:26])[CH:25]=[C:20]3[NH:19][C:18]2=[O:27])=[CH:13][CH:12]=1)[C:4]1[CH:9]=[CH:8][CH:7]=[CH:6][CH:5]=1.I[CH:29]([CH3:31])[CH3:30].[Cl-].[Cl-].[Ca+2]. Product: [CH2:3]([O:10][C:11]1[CH:16]=[CH:15][C:14]([N:17]2[C:21]3=[N:22][CH:23]=[C:24]([CH3:26])[CH:25]=[C:20]3[N:19]([CH:29]([CH3:31])[CH3:30])[C:18]2=[O:27])=[CH:13][CH:12]=1)[C:4]1[CH:9]=[CH:8][CH:7]=[CH:6][CH:5]=1. The catalyst class is: 6. (2) Reactant: [Cl:1][C:2]1[C:3]([C:9]#[N:10])=[N:4][CH:5]=[C:6](Cl)[CH:7]=1.[F:11][C:12]1[CH:17]=[CH:16][C:15]([NH2:18])=[C:14]([C:19]([F:22])([F:21])[F:20])[CH:13]=1.CC(C)([O-])C.[K+].O. Product: [Cl:1][C:2]1[C:3]([C:9]#[N:10])=[N:4][CH:5]=[C:6]([NH:18][C:15]2[CH:16]=[CH:17][C:12]([F:11])=[CH:13][C:14]=2[C:19]([F:22])([F:20])[F:21])[CH:7]=1. The catalyst class is: 16. (3) Reactant: C([Si](C)(C)[O:6][CH2:7][CH2:8][CH2:9][CH2:10][N:11]1[C:16](=[O:17])[C:15]([N+:18]([O-:20])=[O:19])=[C:14]([N:21]2[CH2:26][CH2:25][CH:24]([C:27]3[CH:32]=[CH:31][C:30]([F:33])=[CH:29][CH:28]=3)[CH2:23][CH2:22]2)[N:13]=[C:12]1[CH3:34])(C)(C)C.F. Product: [F:33][C:30]1[CH:31]=[CH:32][C:27]([CH:24]2[CH2:25][CH2:26][N:21]([C:14]3[N:13]=[C:12]([CH3:34])[N:11]([CH2:10][CH2:9][CH2:8][CH2:7][OH:6])[C:16](=[O:17])[C:15]=3[N+:18]([O-:20])=[O:19])[CH2:22][CH2:23]2)=[CH:28][CH:29]=1. The catalyst class is: 245. (4) Reactant: [NH2:1][C:2]1[CH:7]=[CH:6][C:5]([C:8]2[C:16]3[C:11](=[N:12][CH:13]=[N:14][C:15]=3[NH2:17])[N:10]([CH:18]3[CH2:23][CH2:22][N:21]([CH:24]4[CH2:29][CH2:28][N:27]([CH3:30])[CH2:26][CH2:25]4)[CH2:20][CH2:19]3)[N:9]=2)=[CH:4][C:3]=1[O:31][CH3:32].[C:33]1([C@@H:39]([CH3:44])[CH2:40][C:41](Cl)=[O:42])[CH:38]=[CH:37][CH:36]=[CH:35][CH:34]=1.[OH-].[Na+]. Product: [OH-:31].[NH4+:1].[NH2:17][C:15]1[N:14]=[CH:13][N:12]=[C:11]2[N:10]([CH:18]3[CH2:23][CH2:22][N:21]([CH:24]4[CH2:29][CH2:28][N:27]([CH3:30])[CH2:26][CH2:25]4)[CH2:20][CH2:19]3)[N:9]=[C:8]([C:5]3[CH:6]=[CH:7][C:2]([NH:1][C:41](=[O:42])[CH2:40][C@@H:39]([C:33]4[CH:38]=[CH:37][CH:36]=[CH:35][CH:34]=4)[CH3:44])=[C:3]([O:31][CH3:32])[CH:4]=3)[C:16]=12. The catalyst class is: 529.